This data is from Full USPTO retrosynthesis dataset with 1.9M reactions from patents (1976-2016). The task is: Predict the reactants needed to synthesize the given product. (1) Given the product [Br:8][C:9]1[CH:10]=[C:11]([CH3:26])[C:12]([C:15]2([OH:25])[CH2:16][CH2:17][C:18](=[O:19])[CH2:23][CH2:24]2)=[N:13][CH:14]=1, predict the reactants needed to synthesize it. The reactants are: FC(F)(F)C(O)=O.[Br:8][C:9]1[CH:10]=[C:11]([CH3:26])[C:12]([C:15]2([OH:25])[CH2:24][CH2:23][C:18]3(OCC[O:19]3)[CH2:17][CH2:16]2)=[N:13][CH:14]=1.[OH-].[Na+]. (2) Given the product [O:15]1[C:19]2[CH:20]=[CH:21][C:22]([C:2]3[CH:3]=[N:4][CH:5]=[C:6]4[C:11]=3[N:10]=[C:9]([C:12]([NH2:14])=[O:13])[CH:8]=[CH:7]4)=[CH:23][C:18]=2[O:17][CH2:16]1, predict the reactants needed to synthesize it. The reactants are: Br[C:2]1[CH:3]=[N:4][CH:5]=[C:6]2[C:11]=1[N:10]=[C:9]([C:12]([NH2:14])=[O:13])[CH:8]=[CH:7]2.[O:15]1[C:19]2[CH:20]=[CH:21][C:22](B(O)O)=[CH:23][C:18]=2[O:17][CH2:16]1.C(=O)([O-])[O-].[Cs+].[Cs+]. (3) Given the product [Cl:1][C:2]1[C:9]([F:10])=[CH:8][C:5]([C:6]#[N:7])=[C:4]([O:11][C@@H:12]([C:16]2[CH:21]=[CH:20][CH:19]=[CH:18][CH:17]=2)[CH2:13][CH2:14][I:22])[CH:3]=1, predict the reactants needed to synthesize it. The reactants are: [Cl:1][C:2]1[C:9]([F:10])=[CH:8][C:5]([C:6]#[N:7])=[C:4]([O:11][C@@H:12]([C:16]2[CH:21]=[CH:20][CH:19]=[CH:18][CH:17]=2)[CH2:13][CH2:14]Cl)[CH:3]=1.[I-:22].[Na+].